Dataset: Full USPTO retrosynthesis dataset with 1.9M reactions from patents (1976-2016). Task: Predict the reactants needed to synthesize the given product. (1) Given the product [CH2:1]([O:8][C:9]1[CH:14]=[CH:13][C:12]([C:19]2[CH:20]=[N:21][CH:22]=[CH:23][CH:24]=2)=[CH:11][CH:10]=1)[C:2]1[CH:7]=[CH:6][CH:5]=[CH:4][CH:3]=1, predict the reactants needed to synthesize it. The reactants are: [CH2:1]([O:8][C:9]1[CH:14]=[CH:13][C:12](B(O)O)=[CH:11][CH:10]=1)[C:2]1[CH:7]=[CH:6][CH:5]=[CH:4][CH:3]=1.I[C:19]1[CH:20]=[N:21][CH:22]=[CH:23][CH:24]=1.C(=O)([O-])[O-].[K+].[K+].C1(P(C2C=CC=CC=2)C2C=CC=CC=2)C=CC=CC=1. (2) Given the product [C:23]([O:22][C:20](=[O:21])[NH:19][C:9]1[CH:10]=[C:11]2[C:17](=[O:18])[NH:16][N:15]=[CH:14][C:13]3=[C:36]([Cl:39])[NH:6][C:7]([C:8]=1[Cl:27])=[C:12]23)([CH3:26])([CH3:25])[CH3:24], predict the reactants needed to synthesize it. The reactants are: COC(C1[NH:6][C:7]2[CH:8]=[C:9]([NH:19][C:20]([O:22][C:23]([CH3:26])([CH3:25])[CH3:24])=[O:21])[CH:10]=[C:11]3[C:17](=[O:18])[NH:16][N:15]=[CH:14][C:13]=1[C:12]=23)=O.[Cl:27]N1C(=O)CCC1=O.O.[CH:36]([Cl:39])(Cl)Cl. (3) Given the product [Cl:28][C:29]1[CH:30]=[C:31]([CH:34]=[CH:35][C:36]=1[Cl:37])[CH2:32][N:15]1[C:16](=[O:18])[C:17]2[C:9]([OH:8])=[C:10]3[C:23](=[O:24])[N:22]([CH3:25])[CH2:21][CH2:20][N:11]3[C:12]=2[C:13]([CH3:19])=[N:14]1, predict the reactants needed to synthesize it. The reactants are: C([O:8][C:9]1[C:17]2[C:16](=[O:18])[NH:15][N:14]=[C:13]([CH3:19])[C:12]=2[N:11]2[CH2:20][CH2:21][N:22]([CH3:25])[C:23](=[O:24])[C:10]=12)C1C=CC=CC=1.[H-].[Na+].[Cl:28][C:29]1[CH:30]=[C:31]([CH:34]=[CH:35][C:36]=1[Cl:37])[CH2:32]Cl.Br. (4) Given the product [NH2:15][C:12]1[S:13][CH:14]=[C:10]([C:7]2[CH:6]=[CH:5][C:4]([CH2:3][CH2:2][NH:1][C:19](=[O:20])[O:21][C:22]([CH3:25])([CH3:24])[CH3:23])=[CH:9][CH:8]=2)[N:11]=1, predict the reactants needed to synthesize it. The reactants are: [NH2:1][CH2:2][CH2:3][C:4]1[CH:9]=[CH:8][C:7]([C:10]2[N:11]=[C:12]([NH2:15])[S:13][CH:14]=2)=[CH:6][CH:5]=1.O.[OH-].[Na+].[C:19](O[C:19]([O:21][C:22]([CH3:25])([CH3:24])[CH3:23])=[O:20])([O:21][C:22]([CH3:25])([CH3:24])[CH3:23])=[O:20]. (5) Given the product [CH3:3][C:2]([C:4]1[CH:5]=[CH:6][C:7]([OH:10])=[CH:8][CH:9]=1)([C:11]1[CH:12]=[CH:13][C:14]([OH:17])=[CH:15][CH:16]=1)[CH3:1].[SiH2:40]([C:49]1[CH:54]=[CH:53][CH:52]=[CH:51][C:50]=1[OH:55])[O:41][C:42]1[CH:47]=[CH:46][CH:45]=[CH:44][C:43]=1[OH:48].[C:56]1([O:66][CH3:67])[C:57](=[CH:59][CH:60]=[C:61]([CH:65]=1)[CH2:62][CH:63]=[CH2:64])[OH:58], predict the reactants needed to synthesize it. The reactants are: [CH3:1][C:2]([C:11]1[CH:12]=[CH:13][C:14]([OH:17])=[CH:15][CH:16]=1)([C:4]1[CH:5]=[CH:6][C:7]([OH:10])=[CH:8][CH:9]=1)[CH3:3].C(C1C=CC(O)=CC=1)(C1C=CC=CC=1)(C)C.C(Cl)(Cl)=O.[OH-].[Na+].[SiH2:40]([C:49]1[CH:54]=[CH:53][CH:52]=[CH:51][C:50]=1[OH:55])[O:41][C:42]1[CH:47]=[CH:46][CH:45]=[CH:44][C:43]=1[OH:48].[C:56]1([O:66][CH3:67])[C:57](=[CH:59][CH:60]=[C:61]([CH:65]=1)[CH2:62][CH:63]=[CH2:64])[OH:58]. (6) Given the product [CH2:1]([NH:3][CH2:4]/[CH:5]=[CH:6]\[C:7]1[CH:12]=[C:11]([F:13])[CH:10]=[CH:9][C:8]=1[S:14]([NH:17][C:18]1[C:27]([C:28]([OH:30])=[O:29])=[C:26]2[C:21]([CH:22]3[CH2:32][CH:23]3[CH2:24][O:25]2)=[CH:20][CH:19]=1)(=[O:15])=[O:16])[CH3:2], predict the reactants needed to synthesize it. The reactants are: [CH2:1]([NH:3][CH2:4]/[CH:5]=[CH:6]\[C:7]1[CH:12]=[C:11]([F:13])[CH:10]=[CH:9][C:8]=1[S:14]([NH:17][C:18]1[C:27]([C:28]([O:30]C)=[O:29])=[C:26]2[C:21]([CH:22]3[CH2:32][CH:23]3[CH2:24][O:25]2)=[CH:20][CH:19]=1)(=[O:16])=[O:15])[CH3:2].O.[OH-].[Li+]. (7) Given the product [CH3:20][O:19][C:17]([N:3]([CH3:2])[CH2:4][CH2:5][CH2:6][C:7]([OH:9])=[O:8])=[O:18], predict the reactants needed to synthesize it. The reactants are: Cl.[CH3:2][NH:3][CH2:4][CH2:5][CH2:6][C:7]([OH:9])=[O:8].C(=O)([O-])[O-].[K+].[K+].Cl[C:17]([O:19][CH3:20])=[O:18].Cl. (8) Given the product [OH:9][C:8]1[CH:10]=[CH:11][C:3]([CH:2]2[NH:13][CH2:14][CH2:15][S:16]2)=[CH:4][C:5]=1[O:6][CH3:7], predict the reactants needed to synthesize it. The reactants are: O=[CH:2][C:3]1[CH:11]=[CH:10][C:8]([OH:9])=[C:5]([O:6][CH3:7])[CH:4]=1.Cl.[NH2:13][CH2:14][CH2:15][SH:16]. (9) Given the product [Cl:6][C:7]1[C:15]2[N:14]=[C:13]3[N:16]([C:20]4[C:25]([CH3:26])=[N:24][C:23]([O:27][CH3:28])=[N:22][C:21]=4[CH3:29])[CH2:17][CH2:18][CH2:19][N:12]3[C:11]=2[C:10]([C:30]([CH:36]2[CH2:37][CH2:38]2)([CH:1]2[CH2:3][CH2:2]2)[OH:31])=[CH:9][CH:8]=1, predict the reactants needed to synthesize it. The reactants are: [CH:1]1([Mg]Br)[CH2:3][CH2:2]1.[Cl:6][C:7]1[CH:8]=[CH:9][C:10]([C:30](OC)=[O:31])=[C:11]2[C:15]=1[N:14]=[C:13]1[N:16]([C:20]3[C:21]([CH3:29])=[N:22][C:23]([O:27][CH3:28])=[N:24][C:25]=3[CH3:26])[CH2:17][CH2:18][CH2:19][N:12]21.O1[CH2:38][CH2:37][CH2:36]C1. (10) Given the product [C:1]([O:4][C@@H:5]1[O:27][C@@H:26]([CH2:28][O:29][C:30](=[O:37])[C:31]2[CH:32]=[CH:33][CH:34]=[CH:35][CH:36]=2)[C@H:16]([O:17][C:18](=[O:25])[C:19]2[CH:24]=[CH:23][CH:22]=[CH:21][CH:20]=2)[C@@H:6]1[OH:7])(=[O:3])[C:19]1[CH:24]=[CH:23][CH:22]=[CH:21][CH:20]=1, predict the reactants needed to synthesize it. The reactants are: [C:1]([O:4][C@H:5]1[O:27][C@@H:26]([CH2:28][O:29][C:30](=[O:37])[C:31]2[CH:36]=[CH:35][CH:34]=[CH:33][CH:32]=2)[C@H:16]([O:17][C:18](=[O:25])[C:19]2[CH:24]=[CH:23][CH:22]=[CH:21][CH:20]=2)[C@@H:6]1[O:7]C(=O)C1C=CC=CC=1)(=[O:3])C.C(Cl)Cl.Br.